From a dataset of Forward reaction prediction with 1.9M reactions from USPTO patents (1976-2016). Predict the product of the given reaction. (1) Given the reactants C[O:2][C:3]([C:5]1[N:6]=[C:7]([C:10]2[CH:15]=[CH:14][C:13]([CH2:16][NH:17][C:18]([O:20][C:21]([CH3:24])([CH3:23])[CH3:22])=[O:19])=[CH:12][CH:11]=2)[O:8][CH:9]=1)=[O:4].[OH-].[Na+], predict the reaction product. The product is: [C:21]([O:20][C:18]([NH:17][CH2:16][C:13]1[CH:12]=[CH:11][C:10]([C:7]2[O:8][CH:9]=[C:5]([C:3]([OH:4])=[O:2])[N:6]=2)=[CH:15][CH:14]=1)=[O:19])([CH3:24])([CH3:22])[CH3:23]. (2) Given the reactants COC(=O)CC(C1C=CC=CC=1)C[N+]([O-])=O.[O:17]1[C:22]2[CH:23]=[CH:24][CH:25]=[C:26]([N:27]3[CH2:32][CH2:31][N:30]([C:33](=O)[CH2:34][CH:35]([CH:42]4[N:46]([CH2:47][CH3:48])[C:45](=[O:49])[CH2:44][CH2:43]4)[C:36]4[CH:41]=[CH:40][CH:39]=[CH:38][CH:37]=4)[CH2:29][CH2:28]3)[C:21]=2[O:20][CH2:19][CH2:18]1.O1C2C=CC=C(N3CCN(C(=O)CC(C4NC(=O)CC4)C4C=CC=CC=4)CC3)C=2OCC1, predict the reaction product. The product is: [O:17]1[C:22]2[CH:23]=[CH:24][CH:25]=[C:26]([N:27]3[CH2:32][CH2:31][N:30]([CH2:33][CH2:34][CH:35]([CH:42]4[N:46]([CH2:47][CH3:48])[C:45](=[O:49])[CH2:44][CH2:43]4)[C:36]4[CH:41]=[CH:40][CH:39]=[CH:38][CH:37]=4)[CH2:29][CH2:28]3)[C:21]=2[O:20][CH2:19][CH2:18]1.